Predict the product of the given reaction. From a dataset of Forward reaction prediction with 1.9M reactions from USPTO patents (1976-2016). (1) Given the reactants [Br:1][C:2]1[CH:10]=[CH:9][C:5]([C:6](Cl)=[O:7])=[CH:4][CH:3]=1.COC1C=CC(C2O[CH:22]=[N:21][C:20]=2[C:24]([O:26][CH2:27][CH3:28])=[O:25])=CC=1, predict the reaction product. The product is: [Br:1][C:2]1[CH:10]=[CH:9][C:5]([C:6]2[O:7][CH:22]=[N:21][C:20]=2[C:24]([O:26][CH2:27][CH3:28])=[O:25])=[CH:4][CH:3]=1. (2) Given the reactants Cl[C:2]1[CH:7]=[CH:6][C:5]([S:8]([NH:11][C:12]([C:14]2[CH:19]=[CH:18][C:17]([C:20]3[CH:25]=[CH:24][C:23]([F:26])=[CH:22][CH:21]=3)=[CH:16][CH:15]=2)=[O:13])(=[O:10])=[O:9])=[CH:4][C:3]=1[N+:27]([O-:29])=[O:28].[CH3:30][C:31]1([CH3:37])[CH2:35][CH2:34][CH2:33][CH:32]1[NH2:36], predict the reaction product. The product is: [CH3:30][C:31]1([CH3:37])[CH2:35][CH2:34][CH2:33][CH:32]1[NH:36][C:2]1[CH:7]=[CH:6][C:5]([S:8]([NH:11][C:12]([C:14]2[CH:19]=[CH:18][C:17]([C:20]3[CH:25]=[CH:24][C:23]([F:26])=[CH:22][CH:21]=3)=[CH:16][CH:15]=2)=[O:13])(=[O:10])=[O:9])=[CH:4][C:3]=1[N+:27]([O-:29])=[O:28]. (3) Given the reactants [Cl:1][C:2]1[C:7]([O:8][CH3:9])=[CH:6][C:5]([CH2:10]O)=[C:4]([O:12][CH3:13])[CH:3]=1.[BrH:14], predict the reaction product. The product is: [Br:14][CH2:10][C:5]1[CH:6]=[C:7]([O:8][CH3:9])[C:2]([Cl:1])=[CH:3][C:4]=1[O:12][CH3:13]. (4) Given the reactants [C:1]([CH2:3][C:4]1[CH:12]=[CH:11][CH:10]=[CH:9][C:5]=1[C:6](O)=[O:7])#[N:2].[NH2:13][C:14]1[CH:18]=[CH:17][NH:16][N:15]=1, predict the reaction product. The product is: [NH:16]1[CH:17]=[CH:18][C:14]([NH:13][C:1]2[NH:2][C:6](=[O:7])[C:5]3[C:4]([CH:3]=2)=[CH:12][CH:11]=[CH:10][CH:9]=3)=[N:15]1. (5) Given the reactants [C:1]([C:3]1[CH:4]=[C:5]([NH:10][C:11](=[O:16])[CH2:12][CH2:13][CH2:14][CH3:15])[CH:6]=[C:7]([F:9])[CH:8]=1)#[N:2].[Cl:17][C:18]1[CH:19]=[C:20]([CH:23]=[CH:24][C:25]=1[O:26][C:27]([F:30])([F:29])[F:28])[CH2:21]Br, predict the reaction product. The product is: [Cl:17][C:18]1[CH:19]=[C:20]([CH:23]=[CH:24][C:25]=1[O:26][C:27]([F:28])([F:29])[F:30])[CH2:21][N:10]([C:5]1[CH:6]=[C:7]([F:9])[CH:8]=[C:3]([C:1]#[N:2])[CH:4]=1)[C:11](=[O:16])[CH2:12][CH2:13][CH2:14][CH3:15]. (6) Given the reactants Cl.[NH2:2][C@@H:3]([CH2:6][C:7]1[CH:12]=[CH:11][C:10]([S:13]([C:16]2[CH:21]=[CH:20][C:19]([O:22][CH3:23])=[CH:18][CH:17]=2)(=[O:15])=[O:14])=[CH:9][CH:8]=1)[CH2:4][OH:5].C[O-].[Na+].[O:27]([CH2:34][C@@H:35]1[CH2:37][O:36]1)[C:28]1[CH:33]=[CH:32][CH:31]=[CH:30][CH:29]=1, predict the reaction product. The product is: [OH:36][C@H:35]([CH2:34][O:27][C:28]1[CH:33]=[CH:32][CH:31]=[CH:30][CH:29]=1)[CH2:37][NH:2][C@@H:3]([CH2:6][C:7]1[CH:12]=[CH:11][C:10]([S:13]([C:16]2[CH:17]=[CH:18][C:19]([O:22][CH3:23])=[CH:20][CH:21]=2)(=[O:14])=[O:15])=[CH:9][CH:8]=1)[CH2:4][OH:5]. (7) Given the reactants [NH2:1][N:2]1[N:11]=[C:10]([CH:12]([CH3:14])[CH3:13])[C:9]2[C:4](=[CH:5][CH:6]=[CH:7][CH:8]=2)[C:3]1=[O:15].[OH:16][C:17]12[CH2:26][CH:21]3[CH2:22][CH:23]([CH2:25][C:19]([CH2:27][C:28](O)=[O:29])([CH2:20]3)[CH2:18]1)[CH2:24]2, predict the reaction product. The product is: [OH:16][C:17]12[CH2:26][CH:21]3[CH2:22][CH:23]([CH2:25][C:19]([CH2:27][C:28]([NH:1][N:2]4[N:11]=[C:10]([CH:12]([CH3:13])[CH3:14])[C:9]5[C:4](=[CH:5][CH:6]=[CH:7][CH:8]=5)[C:3]4=[O:15])=[O:29])([CH2:20]3)[CH2:18]1)[CH2:24]2. (8) Given the reactants [NH2:1][C:2]([N:4]1[CH2:9][CH2:8][C:7]2[N:10]([CH2:36][CH2:37][CH2:38][N:39]3[CH2:44][CH2:43][O:42][CH2:41][C@@H:40]3[CH3:45])[N:11]=[C:12]([C:13]3[CH:14]=[CH:15][C:16]([Cl:35])=[C:17]([C:19]#[C:20][C:21]4[CH:22]=[CH:23][C:24]([Cl:34])=[C:25]([CH2:27][NH:28][CH2:29][C:30]([O:32]C)=[O:31])[CH:26]=4)[CH:18]=3)[C:6]=2[CH2:5]1)=[O:3].[Li+].[OH-].C1COCC1.CO, predict the reaction product. The product is: [NH2:1][C:2]([N:4]1[CH2:9][CH2:8][C:7]2[N:10]([CH2:36][CH2:37][CH2:38][N:39]3[CH2:44][CH2:43][O:42][CH2:41][C@@H:40]3[CH3:45])[N:11]=[C:12]([C:13]3[CH:14]=[CH:15][C:16]([Cl:35])=[C:17]([C:19]#[C:20][C:21]4[CH:22]=[CH:23][C:24]([Cl:34])=[C:25]([CH2:27][NH:28][CH2:29][C:30]([OH:32])=[O:31])[CH:26]=4)[CH:18]=3)[C:6]=2[CH2:5]1)=[O:3].